Dataset: Experimentally validated miRNA-target interactions with 360,000+ pairs, plus equal number of negative samples. Task: Binary Classification. Given a miRNA mature sequence and a target amino acid sequence, predict their likelihood of interaction. (1) The miRNA is hsa-miR-4644 with sequence UGGAGAGAGAAAAGAGACAGAAG. The protein sequence of the target gene is MQQPVNYPCPQIYWVDSSATSPWAPPGSVFSCPSSGPRGPGQRRPPPPPPPPSPLPPPSQPPPLPPLSPLKKKDNIELWLPVIFFMVLVALVGMGLGMYQLFHLQKELAELREFTNHSLRVSSFEKQIANPSTPSETKKPRSVAHLTGNPRSRSIPLEWEDTYGTALISGVKYKKGGLVINEAGLYFVYSKVYFRGQSCNSQPLSHKVYMRNFKYPGDLVLMEEKKLNYCTTGQIWAHSSYLGAVFNLTVADHLYVNISQLSLINFEESKTFFGLYKL. Result: 0 (no interaction). (2) The miRNA is hsa-miR-6885-5p with sequence AGGGGGGCACUGCGCAAGCAAAGCC. The protein sequence of the target gene is MENNLKTCPKEDGDFVSDKIKFKIEEEDDDGIPPDSLERMDFKSEQEDMKQTDSGGERAGLGGTGCSCKPPGKYLSAESEDDYGALFSQYSSTLYDVAMEAVTQSLLSSRNMSSRKKSPAWKHFFISPRDSTKAICMYCVKEFSRGKNEKDLSTSCLMRHVRRAHPTVLIQENGSVSAVSSFPSPSLLLPPQPADAGDLSTILSPIKLVQKVASKIPSPDRITEESVSVVSSEEISSDMSVSEKCGREEALVGSSPHLPALHYDEPAENLAEKSLPLPKSTSGSRRRSAVWKHFYLSPLD.... Result: 0 (no interaction). (3) The miRNA is hsa-miR-520d-3p with sequence AAAGUGCUUCUCUUUGGUGGGU. The protein sequence of the target gene is MTAVNVALIRDTKWLTLEVCREFQRGTCSRADADCKFAHPPRVCHVENGRVVACFDSLKGRCTRENCKYLHPPPHLKTQLEINGRNNLIQQKTAAAMFAQQMQLMLQNAQMSSLGSFPMTPSIPANPPMAFNPYIPHPGMGLVPAELVPNTPVLIPGNPPLAMPGAVGPKLMRSDKLEVCREFQRGNCTRGENDCRYAHPTDASMIEASDNTVTICMDYIKGRCSREKCKYFHPPAHLQARLKAAHHQMNHSAASAMALQPGTLQLIPKRSALEKPNGATPVFNPTVFHCQQALTNLQLP.... Result: 1 (interaction). (4) Result: 0 (no interaction). The miRNA is hsa-miR-4269 with sequence GCAGGCACAGACAGCCCUGGC. The protein sequence of the target gene is MSVSVHETRKSRSSTGSMNVTLFHKASHPDCVLAHLNTLRKHCMFTDVTLWAGDRAFPCHRAVLAASSRYFEAMFSHGLRESRDDTVNFQDNLHPEVLELLLDFAYSSRIAINEENAESLLEAGDMLQFHDVRDAAAEFLEKNLFPSNCLGMMLLSDAHQCRRLYEFSWRMCLVHFETVRQSEDFNSLSKDTLLDLISSDELETEDERVVFEAILQWVKHDLEPRKVHLPELLRSVRLALLPSDCLQEAVSSEALLMADERTKLIMDEALRCKTRILQNDGVVTSPCARPRKAGHTLLIL.... (5) The miRNA is mmu-miR-323-3p with sequence CACAUUACACGGUCGACCUCU. The protein sequence of the target gene is MALTSDLGKQIKLKEVEGTLLQPATVDNWSQIQSFEAKPDDLLICTYPKAGTTWIQEIVDMIEQNGDVEKCQRAIIQHRHPFIEWARPPQPSGVEKAKAMPSPRILKTHLSTQLLPPSFWENNCKFLYVARNAKDCMVSYYHFQRMNHMLPDPGTWEEYFETFINGKVVWGSWFDHVKGWWEMKDRHQILFLFYEDIKRDPKHEIRKVMQFMGKKVDETVLDKIVQETSFEKMKENPMTNRSTVSKSILDQSISSFMRKGTVGDWKNHFTVAQNERFDEIYRRKMEGTSINFCMEL. Result: 0 (no interaction). (6) The miRNA is hsa-miR-6855-5p with sequence UUGGGGUUUGGGGUGCAGACAUUGC. The protein sequence of the target gene is MSIVIIEAFYGGSHRQLVELLREELDDCVLYTLPAKKWHWRARTAALYFSQNIPSSEHYRTLFASSVLNLTELAALRPDLGKLKKILYFHENQLVYPVKKYQERDFQYGYNQILSCLVADVVVFNSSFNMESFLTSIGKFLKLIPDHRPKDLESIIRPKCQVIYFPIRFPDVSRFMPKHKIAHLRRMLSLIGDAAASQSVAPCPQPGQRVSEKSPENCESKSDEHPDLDAEQEALDNPSVHKSGSLPVSKENLPLDPSTLLCGAEDPQRPLHITWPHRWEHDKDPETFLKILMSLKQLNL.... Result: 0 (no interaction). (7) The miRNA is hsa-miR-6840-3p with sequence GCCCAGGACUUUGUGCGGGGUG. The protein sequence of the target gene is MSGLSNKRAAGDGGSGPPEKKMNREEKTTTTLIEPIRLGGISSTEEMDSKVLQFKNKKLAERLEQRQACEDELRERIEKLEKRQATDDATLLIVNRYWAQLDETVEALLQCYENQRELSSGTEVPGCQEGLTRDVIPRPDPGTSDLREPLPVQFRAPLSEPALAFVVALGASSCEEVELQLQGRMEFSKAAVSRVVEASDRLQRQVEELCQRVYSRGDSEAPGEVARVRTRELGRENRRLQDLATQLQEKHHRISLEYSELQDKVTSTETKVLEMETTVEDLQWDIEKLRKREQKLNKHL.... Result: 0 (no interaction). (8) The miRNA is hsa-miR-3615 with sequence UCUCUCGGCUCCUCGCGGCUC. The protein sequence of the target gene is MPGFDYKFLEKPKRRLLCPLCGKPMREPVQVSTCGHRFCDTCLQEFLSEGVFKCPEDQLPLDYAKIYPDPELEVQVLGLPIRCIHSEEGCRWSGPLRHLQGHLNTCSFNVIPCPNRCPMKLSRRDLPAHLQHDCPKRRLKCEFCGCDFSGEAYESHEGMCPQESVYCENKCGARMMRRLLAQHATSECPKRTQPCTYCTKEFVFDTIQSHQYQCPRLPVACPNQCGVGTVAREDLPGHLKDSCNTALVLCPFKDSGCKHRCPKLAMARHVEESVKPHLAMMCALVSRQRQELQELRRELE.... Result: 0 (no interaction).